Predict the product of the given reaction. From a dataset of Forward reaction prediction with 1.9M reactions from USPTO patents (1976-2016). (1) Given the reactants FC(F)(F)S(O[C:7]1[C:16]2[C:11](=[CH:12][CH:13]=[CH:14][CH:15]=2)[C:10]([CH:17]=[O:18])=[CH:9][CH:8]=1)(=O)=O.[C:21]1([As](C2C=CC=CC=2)C2C=CC=CC=2)C=CC=C[CH:22]=1.[Cl-].[Li+].C([Sn](CCCC)(CCCC)CCCC)CCC, predict the reaction product. The product is: [CH2:21]([C:8]1[CH:9]=[C:10]([CH:17]=[O:18])[C:11]2[C:16]([CH:7]=1)=[CH:15][CH:14]=[CH:13][CH:12]=2)[CH3:22]. (2) Given the reactants [OH:1][C:2]1[C:9]([O:10]C)=[CH:8][C:5]([C:6]#[N:7])=[C:4]([CH2:12][NH:13][CH2:14][CH2:15][OH:16])[C:3]=1[C:17]#[N:18].[Cl-:19].[Al+3].[Cl-].[Cl-].[I-].[Na+], predict the reaction product. The product is: [ClH:19].[OH:1][C:2]1[C:9]([OH:10])=[CH:8][C:5]([C:6]#[N:7])=[C:4]([CH2:12][NH:13][CH2:14][CH2:15][OH:16])[C:3]=1[C:17]#[N:18]. (3) The product is: [CH2:11]([C:13]1[C:18]([F:19])=[CH:17][C:16]([O:20][C:9]2[CH:8]=[CH:7][C:4]([C:5]#[N:6])=[CH:3][C:2]=2[F:1])=[C:15]([O:22][CH3:26])[CH:14]=1)[CH3:12]. Given the reactants [F:1][C:2]1[CH:3]=[C:4]([CH:7]=[CH:8][C:9]=1F)[C:5]#[N:6].[CH2:11]([C:13]1[CH:14]=[C:15]([OH:22])[C:16]([O:20]C)=[CH:17][C:18]=1[F:19])[CH3:12].[OH-].[K+].O.[C:26](#N)C, predict the reaction product. (4) Given the reactants C[O:2][C:3]([C:5]1[S:6][C:7]([O:12][CH2:13][CH2:14][CH3:15])=[C:8]([Br:11])[C:9]=1[CH3:10])=[O:4].[Li+].[OH-].O, predict the reaction product. The product is: [Br:11][C:8]1[C:9]([CH3:10])=[C:5]([C:3]([OH:4])=[O:2])[S:6][C:7]=1[O:12][CH2:13][CH2:14][CH3:15]. (5) Given the reactants [NH2:1][C:2]1[CH:15]=[CH:14][C:13]2[C:12](=[O:16])[C:11]3[C:6](=[CH:7][C:8]([NH2:17])=[CH:9][CH:10]=3)[C:5](=[O:18])[C:4]=2[CH:3]=1.N1[CH:24]=[CH:23][CH:22]=[CH:21]C=1.[CH:25]1([C:28](Cl)=[O:29])[CH2:27][CH2:26]1.CN(C)C=[O:34], predict the reaction product. The product is: [CH:15]1[C:2]([NH:1][C:28]([CH:25]2[CH2:27][CH2:26]2)=[O:29])=[CH:3][C:4]2[C:5]([C:6]3[CH:7]=[C:8]([NH:17][C:24]([CH:23]4[CH2:22][CH2:21]4)=[O:34])[CH:9]=[CH:10][C:11]=3[C:12](=[O:16])[C:13]=2[CH:14]=1)=[O:18]. (6) The product is: [CH2:13]([C@@H:12]1[NH:11][C:9](=[O:8])[CH2:26][NH:27][C:20]1=[O:22])[C:14]1[CH:19]=[CH:18][CH:17]=[CH:16][CH:15]=1. Given the reactants C([O:8][C:9]([NH:11][C@H:12]([C:20]([OH:22])=O)[CH2:13][C:14]1[CH:19]=[CH:18][CH:17]=[CH:16][CH:15]=1)=O)C1C=CC=CC=1.COC(=O)[CH2:26][NH2:27], predict the reaction product.